This data is from Full USPTO retrosynthesis dataset with 1.9M reactions from patents (1976-2016). The task is: Predict the reactants needed to synthesize the given product. Given the product [OH:1][CH2:2][CH2:3][CH2:4][CH2:5][C:6]1[CH:7]=[CH:8][C:9]([CH2:12][C:13]([O:15][CH3:16])=[O:14])=[CH:10][CH:11]=1, predict the reactants needed to synthesize it. The reactants are: [OH:1][CH2:2][CH2:3][C:4]#[C:5][C:6]1[CH:11]=[CH:10][C:9]([CH2:12][C:13]([O:15][CH3:16])=[O:14])=[CH:8][CH:7]=1.[H][H].